Predict which catalyst facilitates the given reaction. From a dataset of Catalyst prediction with 721,799 reactions and 888 catalyst types from USPTO. (1) Reactant: [F:1][C:2]1[CH:3]=[C:4]([CH:33]=[CH:34][C:35]=1[F:36])[CH2:5][NH:6][C:7]([C:9]1[C:17]2[C:12](=[CH:13][CH:14]=[C:15]([O:18]CC3C=CC=CC=3)[CH:16]=2)[N:11]([C:26]2[CH:31]=[CH:30][CH:29]=[CH:28][CH:27]=2)[C:10]=1[CH3:32])=[O:8]. Product: [F:1][C:2]1[CH:3]=[C:4]([CH:33]=[CH:34][C:35]=1[F:36])[CH2:5][NH:6][C:7]([C:9]1[C:17]2[C:12](=[CH:13][CH:14]=[C:15]([OH:18])[CH:16]=2)[N:11]([C:26]2[CH:31]=[CH:30][CH:29]=[CH:28][CH:27]=2)[C:10]=1[CH3:32])=[O:8]. The catalyst class is: 5. (2) Reactant: [CH2:1]([O:8][C:9]([NH:11][C:12]1[C:13](=[O:27])[N:14]([CH2:19][C:20]([O:22]C(C)(C)C)=[O:21])[C:15]([CH3:18])=[CH:16][CH:17]=1)=[O:10])[C:2]1[CH:7]=[CH:6][CH:5]=[CH:4][CH:3]=1.FC(F)(F)C(O)=O. Product: [CH2:1]([O:8][C:9]([NH:11][C:12]1[C:13](=[O:27])[N:14]([CH2:19][C:20]([OH:22])=[O:21])[C:15]([CH3:18])=[CH:16][CH:17]=1)=[O:10])[C:2]1[CH:7]=[CH:6][CH:5]=[CH:4][CH:3]=1. The catalyst class is: 2. (3) Reactant: [C:1]([O:5][C:6](=[O:35])[NH:7][CH2:8][CH2:9][CH2:10][N:11]1[C:15]2[C:16]([N:20]([CH2:23][CH3:24])[CH2:21][CH3:22])=[CH:17][CH:18]=[CH:19][C:14]=2[N:13]=[C:12]1[CH:25]([C:27]1[CH:32]=[CH:31][C:30]([Cl:33])=[CH:29][C:28]=1[Cl:34])O)([CH3:4])([CH3:3])[CH3:2].C1(P(C2C=CC=CC=2)C2C=CC=CC=2)C=CC=CC=1.N(C(OCC)=O)=NC(OCC)=O.C1(C)C=CC=CC=1. Product: [Cl:34][C:28]1[CH:29]=[C:30]([Cl:33])[CH:31]=[CH:32][C:27]=1[CH:25]1[C:12]2=[N:13][C:14]3[CH:19]=[CH:18][CH:17]=[C:16]([N:20]([CH2:23][CH3:24])[CH2:21][CH3:22])[C:15]=3[N:11]2[CH2:10][CH2:9][CH2:8][N:7]1[C:6]([O:5][C:1]([CH3:4])([CH3:3])[CH3:2])=[O:35]. The catalyst class is: 7. (4) Reactant: [C:1]([O:4][CH:5]1[CH:10]([O:11][C:12](=[O:14])[CH3:13])[O:9][CH:8]([O:15][CH:16]2[CH:21]([O:22][C:23](=[O:25])[CH3:24])[CH:20]([O:26][C:27](=[O:29])[CH3:28])[CH:19]([CH2:30][O:31][C:32](=[O:34])[CH3:33])[O:18][CH:17]2[OH:35])[CH:7]([O:36][C:37](=[O:39])[CH3:38])[CH:6]1[O:40][C:41](=[O:43])[NH2:42])(=[O:3])[CH3:2].[Li]CCCC.[P:49](Cl)([O:58][C:59]1[CH:64]=[CH:63][CH:62]=[CH:61][CH:60]=1)([O:51][C:52]1[CH:57]=[CH:56][CH:55]=[CH:54][CH:53]=1)=[O:50].C([O-])(O)=O.[Na+]. Product: [C:27]([O:26][CH:20]1[CH:21]([O:22][C:23](=[O:25])[CH3:24])[CH:16]([O:15][CH:8]2[CH:7]([O:36][C:37](=[O:39])[CH3:38])[CH:6]([O:40][C:41](=[O:43])[NH2:42])[CH:5]([O:4][C:1](=[O:3])[CH3:2])[CH:10]([O:11][C:12](=[O:14])[CH3:13])[O:9]2)[CH:17]([O:35][P:49]([O:51][C:52]2[CH:53]=[CH:54][CH:55]=[CH:56][CH:57]=2)([O:58][C:59]2[CH:60]=[CH:61][CH:62]=[CH:63][CH:64]=2)=[O:50])[O:18][CH:19]1[CH2:30][O:31][C:32](=[O:34])[CH3:33])(=[O:29])[CH3:28]. The catalyst class is: 56. (5) Reactant: C([O-])([O-])=O.[Cs+].[Cs+].[Cl:7][C:8]1[C:9]2[CH:16]=[CH:15][NH:14][C:10]=2[N:11]=[CH:12][N:13]=1.I[CH:18]([CH3:20])[CH3:19]. Product: [Cl:7][C:8]1[C:9]2[CH:16]=[CH:15][N:14]([CH:18]([CH3:20])[CH3:19])[C:10]=2[N:11]=[CH:12][N:13]=1. The catalyst class is: 3. (6) Reactant: [CH:1]([C@@H:4]1[N:10]([C:11]2[CH:16]=[CH:15][N:14]=[CH:13][CH:12]=2)[CH2:9][C:8]2[CH:17]=[CH:18][C:19]([C:21](OC)=[O:22])=[CH:20][C:7]=2[O:6][CH2:5]1)([CH3:3])[CH3:2].[NH2:25][OH:26].[OH-].[Na+]. Product: [OH:26][NH:25][C:21]([C:19]1[CH:18]=[CH:17][C:8]2[CH2:9][N:10]([C:11]3[CH:16]=[CH:15][N:14]=[CH:13][CH:12]=3)[C@@H:4]([CH:1]([CH3:2])[CH3:3])[CH2:5][O:6][C:7]=2[CH:20]=1)=[O:22]. The catalyst class is: 36. (7) Reactant: C([O:4][CH2:5][CH2:6][NH:7][C:8]([C@@H:10]1[CH2:14][C:13](=[N:15][O:16][CH3:17])[CH2:12][N:11]1[C:18]([C:20]1[CH:25]=[CH:24][C:23]([C:26]2[CH:31]=[CH:30][CH:29]=[CH:28][CH:27]=2)=[CH:22][CH:21]=1)=[O:19])=[O:9])(=O)C.[OH-].[Na+].CO. Product: [C:23]1([C:26]2[CH:27]=[CH:28][CH:29]=[CH:30][CH:31]=2)[CH:22]=[CH:21][C:20]([C:18]([N:11]2[CH2:12][C:13](=[N:15][O:16][CH3:17])[CH2:14][C@H:10]2[C:8]([NH:7][CH2:6][CH2:5][OH:4])=[O:9])=[O:19])=[CH:25][CH:24]=1. The catalyst class is: 1. (8) Reactant: [N:1]1([CH2:6][CH2:7][CH2:8][CH2:9][O:10][C@@H:11]2[C@H:15]([OH:16])[C@@H:14]([CH2:17][OH:18])[O:13][C@H:12]2[N:19]2[C:29]3[N:28]=[C:26]([NH2:27])[NH:25][C:23](=[O:24])[C:22]=3[N:21]=[CH:20]2)[CH:5]=[CH:4][N:3]=[CH:2]1.C[Si](Cl)(C)C.[C:35](Cl)(=[O:39])[CH:36]([CH3:38])[CH3:37]. Product: [C:35]([NH:27][C:26]1[NH:25][C:23](=[O:24])[C:22]2[N:21]=[CH:20][N:19]([C:29]=2[N:28]=1)[C@@H:12]1[O:13][C@H:14]([CH2:17][OH:18])[C@@H:15]([OH:16])[C@H:11]1[O:10][CH2:9][CH2:8][CH2:7][CH2:6][N:1]1[CH:5]=[CH:4][N:3]=[CH:2]1)(=[O:39])[CH:36]([CH3:38])[CH3:37]. The catalyst class is: 17.